From a dataset of Catalyst prediction with 721,799 reactions and 888 catalyst types from USPTO. Predict which catalyst facilitates the given reaction. (1) Reactant: Br[CH2:2][C:3]([C:5]1[CH:10]=[CH:9][C:8]([Br:11])=[CH:7][CH:6]=1)=[O:4].[C:12]([O:16][C:17]([N:19]1[CH2:23][C:22]([CH3:24])=[CH:21][C@H:20]1[C:25]([OH:27])=[O:26])=[O:18])([CH3:15])([CH3:14])[CH3:13].CCN(C(C)C)C(C)C. Product: [CH3:24][C:22]1[CH2:23][N:19]([C:17]([O:16][C:12]([CH3:13])([CH3:14])[CH3:15])=[O:18])[C@H:20]([C:25]([O:27][CH2:2][C:3]([C:5]2[CH:10]=[CH:9][C:8]([Br:11])=[CH:7][CH:6]=2)=[O:4])=[O:26])[CH:21]=1. The catalyst class is: 23. (2) Reactant: C(O)(C(F)(F)F)=O.C(OC(=O)[NH:14][CH2:15][C:16]([N:18]1[CH2:23][CH2:22][N:21]([CH2:24][C:25]2[CH:30]=[CH:29][C:28]([C:31](=[O:46])[NH:32][CH2:33][C:34]3[CH:39]=[C:38]([Cl:40])[CH:37]=[CH:36][C:35]=3[S:41]([CH2:44][CH3:45])(=[O:43])=[O:42])=[CH:27][C:26]=2[C:47]([F:50])([F:49])[F:48])[CH2:20][CH2:19]1)=[O:17])(C)(C)C. The catalyst class is: 2. Product: [NH2:14][CH2:15][C:16]([N:18]1[CH2:19][CH2:20][N:21]([CH2:24][C:25]2[CH:30]=[CH:29][C:28]([C:31]([NH:32][CH2:33][C:34]3[CH:39]=[C:38]([Cl:40])[CH:37]=[CH:36][C:35]=3[S:41]([CH2:44][CH3:45])(=[O:43])=[O:42])=[O:46])=[CH:27][C:26]=2[C:47]([F:48])([F:49])[F:50])[CH2:22][CH2:23]1)=[O:17]. (3) Reactant: [O:1]=[C:2]1[N:10]([CH2:11][C:12]([OH:14])=[O:13])[C:5]2=[N:6][CH:7]=[CH:8][CH:9]=[C:4]2[N:3]1[CH:15]1[CH2:20][CH2:19][NH:18][CH2:17][CH2:16]1.[Cl:21][C:22]1[CH:27]=[C:26]([F:28])[CH:25]=[CH:24][C:23]=1[S:29](Cl)(=[O:31])=[O:30]. Product: [Cl:21][C:22]1[CH:27]=[C:26]([F:28])[CH:25]=[CH:24][C:23]=1[S:29]([N:18]1[CH2:17][CH2:16][CH:15]([N:3]2[C:4]3[C:5](=[N:6][CH:7]=[CH:8][CH:9]=3)[N:10]([CH2:11][C:12]([OH:14])=[O:13])[C:2]2=[O:1])[CH2:20][CH2:19]1)(=[O:31])=[O:30]. The catalyst class is: 20. (4) Reactant: O[CH2:2][C:3]1[C:4]([CH3:14])=[N+:5]([O-:13])[C:6]([C:9]([F:12])([F:11])[F:10])=[CH:7][CH:8]=1.C(Br)(Br)(Br)[Br:16].C1C=CC(P(C2C=CC=CC=2)C2C=CC=CC=2)=CC=1. Product: [Br:16][CH2:2][C:3]1[C:4]([CH3:14])=[N+:5]([O-:13])[C:6]([C:9]([F:12])([F:11])[F:10])=[CH:7][CH:8]=1. The catalyst class is: 2. (5) Reactant: [CH3:1][CH:2]1[CH2:6][S:5](=[O:8])(=[O:7])[N:4]([C:9]2[CH:19]=[CH:18][C:12]([C:13]([O:15]CC)=[O:14])=[CH:11][CH:10]=2)[CH2:3]1.[OH-].[Na+]. Product: [CH3:1][CH:2]1[CH2:6][S:5](=[O:8])(=[O:7])[N:4]([C:9]2[CH:19]=[CH:18][C:12]([C:13]([OH:15])=[O:14])=[CH:11][CH:10]=2)[CH2:3]1. The catalyst class is: 7.